From a dataset of Forward reaction prediction with 1.9M reactions from USPTO patents (1976-2016). Predict the product of the given reaction. (1) The product is: [CH3:31][CH2:60][C:8]1[CH:9]=[C:10]2[C:11]([C:12]3[C:13]([S:114][C:111]2=[C:5]([CH2:3][CH3:4])[CH:6]=1)=[CH:14][CH:16]=[CH:17][CH:18]=3)=[O:65].[C:14]1(=[O:15])[CH2:16][CH2:17][CH2:18][CH2:12][CH2:13]1. Given the reactants CC[CH:3](/[CH:5]=[C:6](/[CH:8]=[CH:9]/[C:10]1OC=[C:18]2[C:12](=[C:13](Cl)[C:14]([C@:16](O)(C)[C@H:17]2O)=[O:15])[CH:11]=1)\C)[CH3:4].C(OC[C:31]([CH2:60]O)(COCC(COC(=O)C=C)(COC(=O)C=C)COC(=O)C=C)COC(=O)C=C)(=O)C=C.C(OCC(COC(=O)C=C)(COCC(COC(=O)C=C)(COC(=O)C=C)COC(=O)C=C)COC(=O)C=C)(=[O:65])C=C.CC(N1CCOCC1)(C(C1C=C[C:111]([S:114]C)=CC=1)=O)C, predict the reaction product. (2) Given the reactants [NH2:1][C:2]1[CH:3]=[C:4]([CH:7]=[C:8]([N:11]2[CH2:14][CH:13]([N:15]3[CH2:20][CH2:19][N:18]([CH3:21])[CH2:17][CH2:16]3)[CH2:12]2)[C:9]=1[Cl:10])[C:5]#[N:6].[CH2:22]([N:24](CC1C=CC(OC)=CC=1)[C:25]1[C:30]2=[N:31][CH:32]=[C:33]([C:34]#[N:35])[N:29]2[N:28]=[C:27](S(C)(=O)=O)[N:26]=1)[CH3:23].C([O-])([O-])=O.[Cs+].[Cs+], predict the reaction product. The product is: [Cl:10][C:9]1[C:8]([N:11]2[CH2:12][CH:13]([N:15]3[CH2:16][CH2:17][N:18]([CH3:21])[CH2:19][CH2:20]3)[CH2:14]2)=[CH:7][C:4]([C:5]#[N:6])=[CH:3][C:2]=1[NH:1][C:27]1[N:26]=[C:25]([NH:24][CH2:22][CH3:23])[C:30]2=[N:31][CH:32]=[C:33]([C:34]#[N:35])[N:29]2[N:28]=1. (3) Given the reactants [CH2:1]([N:3]1[CH2:8][C:7]2[CH:9]=[CH:10][CH:11]=[CH:12][C:6]=2[S:5](=[O:14])(=[O:13])[NH:4]1)[CH3:2].[CH3:15]I, predict the reaction product. The product is: [CH2:1]([N:3]1[CH2:8][C:7]2[CH:9]=[CH:10][CH:11]=[CH:12][C:6]=2[S:5](=[O:14])(=[O:13])[N:4]1[CH3:15])[CH3:2]. (4) Given the reactants [C:1]1([S:7]([N:10]2[C:18]3[CH:17]=[C:16](B4OC(C)(C)CC(C)(C)O4)[CH:15]=[C:14]([NH2:29])[C:13]=3[CH:12]=[N:11]2)(=[O:9])=[O:8])[CH:6]=[CH:5][CH:4]=[CH:3][CH:2]=1.P([O-])([O-])([O-])=O.[K+].[K+].[K+].Br[C:39]1[CH:40]=[C:41]([NH:46][S:47]([C:50]2[CH:55]=[CH:54][CH:53]=[CH:52][CH:51]=2)(=[O:49])=[O:48])[C:42]([Cl:45])=[N:43][CH:44]=1.O1CCOCC1, predict the reaction product. The product is: [NH2:29][C:14]1[CH:15]=[C:16]([C:39]2[CH:40]=[C:41]([NH:46][S:47]([C:50]3[CH:51]=[CH:52][CH:53]=[CH:54][CH:55]=3)(=[O:49])=[O:48])[C:42]([Cl:45])=[N:43][CH:44]=2)[CH:17]=[C:18]2[C:13]=1[CH:12]=[N:11][N:10]2[S:7]([C:1]1[CH:6]=[CH:5][CH:4]=[CH:3][CH:2]=1)(=[O:8])=[O:9]. (5) Given the reactants [CH2:1]([C@H:3]1[N:12]([CH:13]([CH3:15])[CH3:14])[C:11]2[N:10]=[C:9]([NH:16][C:17]3[CH:18]=[CH:19][C:20]([C:26]([OH:28])=O)=[C:21]4[C:25]=3[O:24][CH2:23][CH2:22]4)[N:8]=[CH:7][C:6]=2[N:5]([CH3:29])[C:4]1=[O:30])[CH3:2].F[B-](F)(F)F.N1(OC(N(C)C)=[N+](C)C)C2C=CC=CC=2N=N1.C(N(C(C)C)CC)(C)C.[CH:62]1([CH2:65][N:66]2[CH2:71][CH2:70][N:69]([CH2:72][C@@H:73]([O:76][CH3:77])[CH2:74][NH2:75])[CH2:68][CH2:67]2)[CH2:64][CH2:63]1.C(=O)([O-])[O-].[Na+].[Na+], predict the reaction product. The product is: [CH:62]1([CH2:65][N:66]2[CH2:67][CH2:68][N:69]([CH2:72][C@@H:73]([O:76][CH3:77])[CH2:74][NH:75][C:26]([C:20]3[CH:19]=[CH:18][C:17]([NH:16][C:9]4[N:8]=[CH:7][C:6]5[N:5]([CH3:29])[C:4](=[O:30])[C@@H:3]([CH2:1][CH3:2])[N:12]([CH:13]([CH3:15])[CH3:14])[C:11]=5[N:10]=4)=[C:25]4[O:24][CH2:23][CH2:22][C:21]=34)=[O:28])[CH2:70][CH2:71]2)[CH2:63][CH2:64]1. (6) Given the reactants [C:1]1(/[CH:7]=[CH:8]/[C:9]2[CH:14]=[CH:13][CH:12]=[CH:11][CH:10]=2)[CH:6]=[CH:5][CH:4]=[CH:3][CH:2]=1, predict the reaction product. The product is: [C:1]1([CH2:7][CH2:8][C:9]2[CH:10]=[CH:11][CH:12]=[CH:13][CH:14]=2)[CH:6]=[CH:5][CH:4]=[CH:3][CH:2]=1.